From a dataset of CYP1A2 inhibition data for predicting drug metabolism from PubChem BioAssay. Regression/Classification. Given a drug SMILES string, predict its absorption, distribution, metabolism, or excretion properties. Task type varies by dataset: regression for continuous measurements (e.g., permeability, clearance, half-life) or binary classification for categorical outcomes (e.g., BBB penetration, CYP inhibition). Dataset: cyp1a2_veith. (1) The molecule is O=[As](O)(O)c1ccc2nc3cc([As](=O)(O)O)ccc3nc2c1. The result is 0 (non-inhibitor). (2) The molecule is Cc1ccc(CNC(=O)c2nnn(-c3cccc(C)c3)c2N)cc1. The result is 1 (inhibitor).